From a dataset of Full USPTO retrosynthesis dataset with 1.9M reactions from patents (1976-2016). Predict the reactants needed to synthesize the given product. (1) Given the product [Cl:12][C:13]1[CH:14]=[C:15]([S:20]([NH:7][C:6]2[CH:8]=[C:2]([Cl:1])[CH:3]=[CH:4][C:5]=2[S:9][CH3:11])(=[O:21])=[O:22])[CH:16]=[CH:17][C:18]=1[Cl:19], predict the reactants needed to synthesize it. The reactants are: [Cl:1][C:2]1[CH:3]=[CH:4][C:5]([S:9]([CH3:11])=O)=[C:6]([CH:8]=1)[NH2:7].[Cl:12][C:13]1[CH:14]=[C:15]([S:20](Cl)(=[O:22])=[O:21])[CH:16]=[CH:17][C:18]=1[Cl:19]. (2) The reactants are: C(N(CC)CC)C.[CH3:8][S:9](Cl)(=[O:11])=[O:10].O1CCCC1.[Cl:18][C:19]1[CH:20]=[CH:21][C:22]([CH2:25][OH:26])=[N:23][CH:24]=1. Given the product [CH3:8][S:9]([O:26][CH2:25][C:22]1[CH:21]=[CH:20][C:19]([Cl:18])=[CH:24][N:23]=1)(=[O:11])=[O:10], predict the reactants needed to synthesize it. (3) Given the product [N:1]1([C:5]2[N:10]=[C:9]([NH:11][C:12](=[O:13])[C:14]([Cl:16])=[O:15])[CH:8]=[CH:7][CH:6]=2)[CH2:4][CH2:3][CH2:2]1, predict the reactants needed to synthesize it. The reactants are: [N:1]1([C:5]2[N:10]=[C:9]([NH2:11])[CH:8]=[CH:7][CH:6]=2)[CH2:4][CH2:3][CH2:2]1.[C:12](Cl)([C:14]([Cl:16])=[O:15])=[O:13]. (4) The reactants are: [NH2:1][C:2]1[CH:11]=[C:10]([Cl:12])[CH:9]=[CH:8][C:3]=1C(OC)=O.[CH3:13][Mg]Br.CC[O:18][CH2:19][CH3:20]. Given the product [NH2:1][C:2]1[CH:11]=[C:10]([Cl:12])[CH:9]=[CH:8][C:3]=1[C:19]([OH:18])([CH3:20])[CH3:13], predict the reactants needed to synthesize it.